From a dataset of Peptide-MHC class I binding affinity with 185,985 pairs from IEDB/IMGT. Regression. Given a peptide amino acid sequence and an MHC pseudo amino acid sequence, predict their binding affinity value. This is MHC class I binding data. (1) The peptide sequence is LEDRDRSEL. The MHC is HLA-B40:01 with pseudo-sequence HLA-B40:01. The binding affinity (normalized) is 0.440. (2) The peptide sequence is AEFKYIAAV. The MHC is HLA-B37:01 with pseudo-sequence HLA-B37:01. The binding affinity (normalized) is 0.782.